This data is from Catalyst prediction with 721,799 reactions and 888 catalyst types from USPTO. The task is: Predict which catalyst facilitates the given reaction. (1) Reactant: [Br:1][C:2]1[CH:10]=[CH:9][C:5]([C:6]([OH:8])=O)=[CH:4][C:3]=1[CH3:11].S(Cl)(Cl)=O.[CH3:16][CH:17]([CH3:21])[CH2:18][CH2:19][NH2:20].[OH-].[Na+].BrC1C=CC(C(Cl)=O)=CC=1C. Product: [Br:1][C:2]1[CH:10]=[CH:9][C:5]([C:6]([NH:20][CH2:19][CH2:18][CH:17]([CH3:21])[CH3:16])=[O:8])=[CH:4][C:3]=1[CH3:11]. The catalyst class is: 451. (2) Reactant: [F:1][C:2]1[CH:7]=[CH:6][C:5]([C:8]2[C:13]([N:14]3[CH2:19][CH2:18][CH:17]([C:20]([OH:22])=O)[CH2:16][CH2:15]3)=[CH:12][N:11]=[CH:10][N:9]=2)=[CH:4][CH:3]=1.Cl.[CH3:24][O:25][C@@H:26]1[CH2:30][CH2:29][NH:28][CH2:27]1.CN(C(ON1N=NC2C=CC=NC1=2)=[N+](C)C)C.F[P-](F)(F)(F)(F)F.C(N(CC)CC)C. Product: [F:1][C:2]1[CH:3]=[CH:4][C:5]([C:8]2[C:13]([N:14]3[CH2:15][CH2:16][CH:17]([C:20]([N:28]4[CH2:29][CH2:30][C@@H:26]([O:25][CH3:24])[CH2:27]4)=[O:22])[CH2:18][CH2:19]3)=[CH:12][N:11]=[CH:10][N:9]=2)=[CH:6][CH:7]=1. The catalyst class is: 136. (3) Reactant: [CH3:1][C:2]([CH3:32])([CH3:31])[CH2:3][C:4]1[N:5]=[C:6]([CH:15]([CH3:30])[CH2:16][C:17]2[CH:22]=[CH:21][C:20]([C:23]3[CH:28]=[CH:27][C:26]([F:29])=[CH:25][N:24]=3)=[CH:19][CH:18]=2)[N:7](S(N(C)C)(=O)=O)[CH:8]=1.[OH-].[Na+]. Product: [CH3:1][C:2]([CH3:31])([CH3:32])[CH2:3][C:4]1[N:5]=[C:6]([CH:15]([CH3:30])[CH2:16][C:17]2[CH:22]=[CH:21][C:20]([C:23]3[CH:28]=[CH:27][C:26]([F:29])=[CH:25][N:24]=3)=[CH:19][CH:18]=2)[NH:7][CH:8]=1. The catalyst class is: 1. (4) Reactant: [Br:1][C:2]1[C:3]([N:11]2[CH2:16][CH2:15][NH:14][CH2:13][CH2:12]2)=[C:4]2[CH:10]=[CH:9][NH:8][C:5]2=[N:6][CH:7]=1.[C:17]([O:21][C:22]([NH:24][C@H:25]([CH:29]1[CH2:34][CH2:33][CH2:32][CH2:31][CH2:30]1)[C:26](O)=[O:27])=[O:23])([CH3:20])([CH3:19])[CH3:18].C1C=CC2N(O)N=NC=2C=1.O.CCN=C=NCCCN(C)C.C(N(CC)CC)C. Product: [Br:1][C:2]1[C:3]([N:11]2[CH2:16][CH2:15][N:14]([C:26](=[O:27])[C@H:25]([NH:24][C:22](=[O:23])[O:21][C:17]([CH3:18])([CH3:20])[CH3:19])[CH:29]3[CH2:34][CH2:33][CH2:32][CH2:31][CH2:30]3)[CH2:13][CH2:12]2)=[C:4]2[CH:10]=[CH:9][NH:8][C:5]2=[N:6][CH:7]=1. The catalyst class is: 2. (5) Reactant: Cl[C:2]1[S:6][N:5]=[C:4]([C:7]2[CH:12]=[CH:11][C:10]([CH3:13])=[CH:9][CH:8]=2)[N:3]=1.FC(F)(F)C(O)=O.[O:21]1[C:25]2[CH:26]=[CH:27][CH:28]=[CH:29][C:24]=2[C:23]([NH:30][C:31]([N:33]2[CH2:38][CH2:37][NH:36][CH2:35][CH2:34]2)=[O:32])=[N:22]1.C(N(CC)CC)C.O. Product: [O:21]1[C:25]2[CH:26]=[CH:27][CH:28]=[CH:29][C:24]=2[C:23]([NH:30][C:31]([N:33]2[CH2:38][CH2:37][N:36]([C:2]3[S:6][N:5]=[C:4]([C:7]4[CH:12]=[CH:11][C:10]([CH3:13])=[CH:9][CH:8]=4)[N:3]=3)[CH2:35][CH2:34]2)=[O:32])=[N:22]1. The catalyst class is: 9. (6) Reactant: [CH3:1][CH:2]([S:4](Cl)(=[O:6])=[O:5])[CH3:3].[NH2:8][C:9]1[CH:10]=[C:11]([CH:15]2[CH2:24][C:23]([CH3:26])([CH3:25])[C:22]3[C:17](=[CH:18][CH:19]=[C:20]([C:27]#[N:28])[CH:21]=3)[NH:16]2)[CH:12]=[CH:13][CH:14]=1.N1C=CC=CC=1. Product: [C:27]([C:20]1[CH:21]=[C:22]2[C:17](=[CH:18][CH:19]=1)[NH:16][CH:15]([C:11]1[CH:10]=[C:9]([NH:8][S:4]([CH:2]([CH3:3])[CH3:1])(=[O:6])=[O:5])[CH:14]=[CH:13][CH:12]=1)[CH2:24][C:23]2([CH3:26])[CH3:25])#[N:28]. The catalyst class is: 4.